Dataset: Catalyst prediction with 721,799 reactions and 888 catalyst types from USPTO. Task: Predict which catalyst facilitates the given reaction. (1) Product: [F:1][C:2]1[CH:31]=[CH:30][C:5]([C:6](/[N:8]=[C:9]2\[NH:10][C:11]3[CH:27]=[CH:26][C:25]([CH2:28][N:36]4[CH2:41][CH2:40][CH:39]([C:42]([OH:45])([CH3:44])[CH3:43])[CH2:38][CH2:37]4)=[CH:24][C:12]=3[N:13]\2[C@@H:14]2[CH2:19][CH2:18][C@H:17]([C:20]([O:22][CH3:23])=[O:21])[CH2:16][CH2:15]2)=[O:7])=[CH:4][CH:3]=1. Reactant: [F:1][C:2]1[CH:31]=[CH:30][C:5]([C:6](/[N:8]=[C:9]2\[NH:10][C:11]3[CH:27]=[CH:26][C:25]([CH2:28]O)=[CH:24][C:12]=3[N:13]\2[C@@H:14]2[CH2:19][CH2:18][C@H:17]([C:20]([O:22][CH3:23])=[O:21])[CH2:16][CH2:15]2)=[O:7])=[CH:4][CH:3]=1.S(Cl)(Cl)=O.[NH:36]1[CH2:41][CH2:40][CH:39]([C:42]([OH:45])([CH3:44])[CH3:43])[CH2:38][CH2:37]1. The catalyst class is: 2. (2) Reactant: Cl[C:2]1[N:7]=[C:6]([N:8]([CH2:15][C:16]2[C:21]([CH3:22])=[C:20]([O:23][CH3:24])[C:19]([CH3:25])=[CH:18][N:17]=2)[C@@H:9]([CH3:14])[C:10]([O:12][CH3:13])=[O:11])[C:5]([N+:26]([O-:28])=[O:27])=[CH:4][N:3]=1.[NH3:29]. Product: [NH2:29][C:2]1[N:7]=[C:6]([N:8]([CH2:15][C:16]2[C:21]([CH3:22])=[C:20]([O:23][CH3:24])[C:19]([CH3:25])=[CH:18][N:17]=2)[C@@H:9]([CH3:14])[C:10]([O:12][CH3:13])=[O:11])[C:5]([N+:26]([O-:28])=[O:27])=[CH:4][N:3]=1. The catalyst class is: 1. (3) Product: [Br:17][CH2:14][C:12]([C:9]1[CH:8]=[N:7][C:6]([O:5][CH2:4][CH:1]2[CH2:3][CH2:2]2)=[N:11][CH:10]=1)=[O:13]. Reactant: [CH:1]1([CH2:4][O:5][C:6]2[N:11]=[CH:10][C:9]([C:12]([O:14]CC)=[CH2:13])=[CH:8][N:7]=2)[CH2:3][CH2:2]1.[Br:17]N1C(=O)CCC1=O. The catalyst class is: 299. (4) Reactant: [NH2:1][C:2]1[CH:7]=[CH:6][C:5]([O:8][CH3:9])=[CH:4][CH:3]=1.C(O[CH:13]=[C:14]([C:20]([O:22][CH2:23][CH3:24])=[O:21])[C:15]([O:17][CH2:18][CH3:19])=[O:16])C. Product: [CH2:18]([O:17][C:15](=[O:16])[C:14](=[CH:13][NH:1][C:2]1[CH:7]=[CH:6][C:5]([O:8][CH3:9])=[CH:4][CH:3]=1)[C:20]([O:22][CH2:23][CH3:24])=[O:21])[CH3:19]. The catalyst class is: 14. (5) Reactant: Cl[CH2:2][CH2:3][CH2:4][C:5]([NH:7][CH:8]1[CH2:12][N:11]([C:13]2[CH:14]=[N:15][N:16]3[CH2:21][C@H:20]([CH3:22])[N:19]([C:23]([NH:25][C:26]4[CH:31]=[C:30]([F:32])[C:29]([F:33])=[C:28]([F:34])[CH:27]=4)=[O:24])[CH2:18][C:17]=23)[C:10](=[O:35])[CH2:9]1)=[O:6].C([O-])([O-])=O.[Cs+].[Cs+]. Product: [CH3:22][C@H:20]1[CH2:21][N:16]2[N:15]=[CH:14][C:13]([N:11]3[CH2:12][CH:8]([N:7]4[CH2:2][CH2:3][CH2:4][C:5]4=[O:6])[CH2:9][C:10]3=[O:35])=[C:17]2[CH2:18][N:19]1[C:23]([NH:25][C:26]1[CH:31]=[C:30]([F:32])[C:29]([F:33])=[C:28]([F:34])[CH:27]=1)=[O:24]. The catalyst class is: 3. (6) Reactant: [CH3:1][C:2]1([CH3:20])[C:6]([CH3:8])([CH3:7])[O:5][B:4]([C:9]2[C:18]3[C:13](=[CH:14][CH:15]=[CH:16][CH:17]=3)[CH:12]=[CH:11][C:10]=2[CH3:19])[O:3]1.C1C(=O)N([Br:28])C(=O)C1. Product: [Br:28][CH2:19][C:10]1[CH:11]=[CH:12][C:13]2[C:18](=[CH:17][CH:16]=[CH:15][CH:14]=2)[C:9]=1[B:4]1[O:3][C:2]([CH3:20])([CH3:1])[C:6]([CH3:7])([CH3:8])[O:5]1. The catalyst class is: 340. (7) Reactant: [NH2:1][C:2]1[C:11]2[CH2:10][CH2:9][CH2:8][C:7]3[CH:12]=[C:13]([N:16]4[CH2:20][C@H:19]([CH2:21][NH:22][C:23](=[O:25])[CH3:24])[O:18][C:17]4=[O:26])[CH:14]=[CH:15][C:6]=3[C:5]=2[NH:4][N:3]=1.C(N(CC)CC)C.[O:34]1[CH:38]=[CH:37][C:36]([C:39](Cl)=[O:40])=[CH:35]1. The catalyst class is: 4. Product: [NH2:1][C:2]1[N:3]([C:39]([C:36]2[CH:37]=[CH:38][O:34][CH:35]=2)=[O:40])[N:4]=[C:5]2[C:11]=1[CH2:10][CH2:9][CH2:8][C:7]1[CH:12]=[C:13]([N:16]3[CH2:20][C@H:19]([CH2:21][NH:22][C:23](=[O:25])[CH3:24])[O:18][C:17]3=[O:26])[CH:14]=[CH:15][C:6]2=1.